Dataset: Full USPTO retrosynthesis dataset with 1.9M reactions from patents (1976-2016). Task: Predict the reactants needed to synthesize the given product. (1) Given the product [O:10]([CH2:11][C:14]([NH2:16])=[O:15])[C:3]1[CH:2]=[CH:9][CH:8]=[CH:5][CH:4]=1, predict the reactants needed to synthesize it. The reactants are: O[C:2]1[CH:9]=[CH:8][C:5](C=O)=[CH:4][C:3]=1[O:10][CH3:11].BrC[C:14]([NH:16]C1C=CC(Br)=CC=1)=[O:15].C(=O)([O-])[O-].[K+].[K+].C(#N)CC. (2) Given the product [C:31]([O:35][C:36](=[O:56])[NH:37][CH2:38][C:39]1[CH:44]=[CH:43][C:42]([O:45][CH2:46][C:47](=[O:49])[NH2:48])=[C:41]([CH:50]2[CH2:51][CH2:52][N:53]([C:19]([C:7]3[C:8]4[C:13](=[C:12]([O:14][C:15]([F:18])([F:16])[F:17])[CH:11]=[CH:10][CH:9]=4)[N:5]([CH2:4][CH2:3][O:2][CH3:1])[CH:6]=3)=[O:20])[CH2:54][CH2:55]2)[CH:40]=1)([CH3:34])([CH3:32])[CH3:33], predict the reactants needed to synthesize it. The reactants are: [CH3:1][O:2][CH2:3][CH2:4][N:5]1[C:13]2[C:8](=[CH:9][CH:10]=[CH:11][C:12]=2[O:14][C:15]([F:18])([F:17])[F:16])[C:7]([C:19](O)=[O:20])=[CH:6]1.CCN(C(C)C)C(C)C.[C:31]([O:35][C:36](=[O:56])[NH:37][CH2:38][C:39]1[CH:44]=[CH:43][C:42]([O:45][CH2:46][C:47](=[O:49])[NH2:48])=[C:41]([CH:50]2[CH2:55][CH2:54][NH:53][CH2:52][CH2:51]2)[CH:40]=1)([CH3:34])([CH3:33])[CH3:32].C1C=CC2N(O)N=NC=2C=1.CCN=C=NCCCN(C)C. (3) Given the product [OH:3][CH2:4][C@H:5]1[CH2:14][N:9]2[CH2:10][CH2:11][N:12]([C:16]3[CH:21]=[CH:20][C:19]([Cl:22])=[CH:18][N:17]=3)[CH2:13][C@@H:8]2[CH2:7][CH2:6]1, predict the reactants needed to synthesize it. The reactants are: Cl.Cl.[OH:3][CH2:4][C@H:5]1[CH2:14][N:9]2[CH2:10][CH2:11][NH:12][CH2:13][C@@H:8]2[CH2:7][CH2:6]1.Cl[C:16]1[CH:21]=[CH:20][C:19]([Cl:22])=[CH:18][N:17]=1.C(=O)([O-])[O-].[Na+].[Na+]. (4) Given the product [Cl:18][C:12]1[CH:13]=[C:14]([Cl:17])[CH:15]=[CH:16][C:11]=1[C:9]1[C:8]([CH2:19][N:20]2[CH2:25][CH2:24][O:23][CH2:22][CH2:21]2)=[CH:7][N:6]=[C:5]([NH:4][CH2:3][CH2:2][NH:1][C:27]2[CH:32]=[CH:31][C:30]([N+:33]([O-:35])=[O:34])=[C:29]([NH2:36])[N:28]=2)[N:10]=1, predict the reactants needed to synthesize it. The reactants are: [NH2:1][CH2:2][CH2:3][NH:4][C:5]1[N:10]=[C:9]([C:11]2[CH:16]=[CH:15][C:14]([Cl:17])=[CH:13][C:12]=2[Cl:18])[C:8]([CH2:19][N:20]2[CH2:25][CH2:24][O:23][CH2:22][CH2:21]2)=[CH:7][N:6]=1.Cl[C:27]1[CH:32]=[CH:31][C:30]([N+:33]([O-:35])=[O:34])=[C:29]([NH2:36])[N:28]=1. (5) Given the product [CH3:32][C:33]([CH3:41])([CH2:38][CH2:37][C:36](=[O:39])[N:1]1[CH2:6][CH2:5][CH2:4][CH:3]([O:7][C:8]2[CH:13]=[CH:12][C:11]([NH:14][C:15]([C:17]3[N:18]=[C:19]([C:26]4[CH:31]=[CH:30][CH:29]=[CH:28][CH:27]=4)[O:20][C:21]=3[C:22]([F:25])([F:23])[F:24])=[O:16])=[CH:10][CH:9]=2)[CH2:2]1)[C:34]([OH:40])=[O:35], predict the reactants needed to synthesize it. The reactants are: [NH:1]1[CH2:6][CH2:5][CH2:4][CH:3]([O:7][C:8]2[CH:13]=[CH:12][C:11]([NH:14][C:15]([C:17]3[N:18]=[C:19]([C:26]4[CH:31]=[CH:30][CH:29]=[CH:28][CH:27]=4)[O:20][C:21]=3[C:22]([F:25])([F:24])[F:23])=[O:16])=[CH:10][CH:9]=2)[CH2:2]1.[CH3:32][C:33]1([CH3:41])[CH2:38][CH2:37][C:36](=[O:39])[O:35][C:34]1=[O:40].C(N(CC)CC)C. (6) The reactants are: [Cl:1][C:2]1[C:3]([NH:11][C:12]2[CH:17]=[CH:16][C:15]([Cl:18])=[CH:14][CH:13]=2)=[N:4][CH:5]=[C:6]([CH:10]=1)[C:7]([NH2:9])=[NH:8].Cl[CH:20]([CH3:24])[C:21](=O)[CH3:22]. Given the product [Cl:1][C:2]1[C:3]([NH:11][C:12]2[CH:17]=[CH:16][C:15]([Cl:18])=[CH:14][CH:13]=2)=[N:4][CH:5]=[C:6]([C:7]2[NH:9][C:20]([CH3:24])=[C:21]([CH3:22])[N:8]=2)[CH:10]=1, predict the reactants needed to synthesize it. (7) Given the product [C:36]([NH:3][C:4]1[CH:5]=[C:6]([CH3:35])[C:7]([O:10][C:11]2[CH:16]=[C:15]([O:17][CH2:18][CH2:19][O:20][CH3:21])[CH:14]=[CH:13][C:12]=2/[CH:22]=[CH:23]/[C:24]([NH:26][S:27]([CH2:30][CH2:31][CH2:32][CH2:33][CH3:34])(=[O:29])=[O:28])=[O:25])=[N:8][CH:9]=1)(=[O:38])[CH3:37], predict the reactants needed to synthesize it. The reactants are: Cl.Cl.[NH2:3][C:4]1[CH:5]=[C:6]([CH3:35])[C:7]([O:10][C:11]2[CH:16]=[C:15]([O:17][CH2:18][CH2:19][O:20][CH3:21])[CH:14]=[CH:13][C:12]=2/[CH:22]=[CH:23]/[C:24]([NH:26][S:27]([CH2:30][CH2:31][CH2:32][CH2:33][CH3:34])(=[O:29])=[O:28])=[O:25])=[N:8][CH:9]=1.[C:36](OC(=O)C)(=[O:38])[CH3:37]. (8) The reactants are: C(N(C(C)C)CC)(C)C.[Cl:10][C:11]1[CH:16]=[C:15]([NH:17][C:18]([NH:20][CH2:21][CH3:22])=[O:19])[N:14]=[CH:13][C:12]=1[C:23]1[CH:24]=[N:25][CH:26]=[C:27]([C:29]([NH:31][NH2:32])=[O:30])[CH:28]=1.[C:33](N1C=CN=C1)(N1C=CN=C1)=[O:34].O. Given the product [Cl:10][C:11]1[CH:16]=[C:15]([NH:17][C:18]([NH:20][CH2:21][CH3:22])=[O:19])[N:14]=[CH:13][C:12]=1[C:23]1[CH:24]=[N:25][CH:26]=[C:27]([C:29]2[O:30][C:33](=[O:34])[NH:32][N:31]=2)[CH:28]=1, predict the reactants needed to synthesize it. (9) Given the product [CH3:1][N:2]1[CH2:7][CH:6]([CH3:8])[CH2:5][C:4]([NH:15][C:20](=[O:21])[C:19]2[CH:23]=[CH:24][C:25]([C:27]([F:28])([F:29])[F:30])=[CH:26][C:18]=2[CH2:16][CH3:17])([C:9]2[CH:14]=[CH:13][CH:12]=[CH:11][CH:10]=2)[CH2:3]1, predict the reactants needed to synthesize it. The reactants are: [CH3:1][N:2]1[CH2:7][CH:6]([CH3:8])[CH2:5][C:4]([NH2:15])([C:9]2[CH:14]=[CH:13][CH:12]=[CH:11][CH:10]=2)[CH2:3]1.[CH2:16]([C:18]1[CH:26]=[C:25]([C:27]([F:30])([F:29])[F:28])[CH:24]=[CH:23][C:19]=1[C:20](O)=[O:21])[CH3:17].